This data is from Reaction yield outcomes from USPTO patents with 853,638 reactions. The task is: Predict the reaction yield, written as a fraction of the theoretical maximum amount of product (1.0 means a 100% yield; for example, 0.34 means a 34% yield). (1) The reactants are NC[C:3]1[CH:4]=[C:5]([C:9]2[O:13][C:12]([C:14]3[C:15]([NH2:32])=[N:16][CH:17]=[C:18]([C:20]4[CH:25]=[CH:24][C:23]([S:26]([CH:29]([CH3:31])[CH3:30])(=[O:28])=[O:27])=[CH:22][CH:21]=4)[N:19]=3)=[N:11][N:10]=2)[CH:6]=[CH:7][CH:8]=1.CI.C(=O)([O-])[O-].[K+].[K+].[CH3:41][N:42]([CH:44]=O)[CH3:43]. The catalyst is C(OCC)(=O)C. The product is [CH3:43][N:42]([CH2:44][C:3]1[CH:4]=[C:5]([C:9]2[O:13][C:12]([C:14]3[C:15]([NH2:32])=[N:16][CH:17]=[C:18]([C:20]4[CH:25]=[CH:24][C:23]([S:26]([CH:29]([CH3:30])[CH3:31])(=[O:27])=[O:28])=[CH:22][CH:21]=4)[N:19]=3)=[N:11][N:10]=2)[CH:6]=[CH:7][CH:8]=1)[CH3:41]. The yield is 0.240. (2) The reactants are C[Si]([N-][Si](C)(C)C)(C)C.[K+].[Cl:11][C:12]1[N:17]2[N:18]=[C:19]([C:21]([O:23][CH2:24][CH3:25])=[O:22])[CH:20]=[C:16]2[N:15]=[C:14]([CH3:26])[C:13]=1[CH2:27][C:28]([O:30][CH2:31][CH3:32])=[O:29].C1(C2[O:41]N2S(C2C=CC=CC=2)(=O)=O)C=CC=CC=1. The catalyst is C1COCC1. The product is [Cl:11][C:12]1[N:17]2[N:18]=[C:19]([C:21]([O:23][CH2:24][CH3:25])=[O:22])[CH:20]=[C:16]2[N:15]=[C:14]([CH3:26])[C:13]=1[CH:27]([OH:41])[C:28]([O:30][CH2:31][CH3:32])=[O:29]. The yield is 0.430.